Predict which catalyst facilitates the given reaction. From a dataset of Catalyst prediction with 721,799 reactions and 888 catalyst types from USPTO. (1) Reactant: C(OC([NH:8][C@@H:9]([CH2:22][C:23]1[CH:28]=[CH:27][C:26]([F:29])=[CH:25][CH:24]=1)[CH2:10][O:11][C:12]1[CH:13]=[N:14][CH:15]=[C:16]([CH:21]=1)[C:17](OC)=O)=O)(C)(C)C.[CH3:30][O:31][C:32]1[CH:33]=[C:34]2[C:39](=[CH:40][C:41]=1[O:42][CH3:43])[N:38]=[CH:37][C:36]([C:44]#[N:45])=[C:35]2[CH3:46].[Li+].C[Si]([N-:52][Si](C)(C)C)(C)C.C(=O)=O.C(O)(C(F)(F)F)=O. Product: [NH2:8][C@@H:9]([CH2:22][C:23]1[CH:24]=[CH:25][C:26]([F:29])=[CH:27][CH:28]=1)[CH2:10][O:11][C:12]1[CH:21]=[C:16]([C:17]2[CH:46]=[C:35]3[C:36](=[C:44]([NH2:52])[N:45]=2)[CH:37]=[N:38][C:39]2[CH:40]=[C:41]([O:42][CH3:43])[C:32]([O:31][CH3:30])=[CH:33][C:34]3=2)[CH:15]=[N:14][CH:13]=1. The catalyst class is: 20. (2) Reactant: [C@H:1]([N:5]([CH3:26])[C:6]1[C:7]([C:19]2[CH:24]=[CH:23][C:22]([F:25])=[CH:21][CH:20]=2)=[N:8][C:9]2[C:14]([N:15]=1)=[CH:13][C:12]([C:16](O)=[O:17])=[CH:11][CH:10]=2)([CH2:3][CH3:4])[CH3:2].C(N(CC)CC)C.[CH3:34][C:35]([NH2:38])([CH3:37])[CH3:36].C(P1(=O)OP(CCC)(=O)OP(CCC)(=O)O1)CC. Product: [C:35]([NH:38][C:16]([C:12]1[CH:13]=[C:14]2[C:9](=[CH:10][CH:11]=1)[N:8]=[C:7]([C:19]1[CH:24]=[CH:23][C:22]([F:25])=[CH:21][CH:20]=1)[C:6]([N:5]([C@@H:1]([CH2:3][CH3:4])[CH3:2])[CH3:26])=[N:15]2)=[O:17])([CH3:37])([CH3:36])[CH3:34]. The catalyst class is: 46. (3) Reactant: [CH3:1][C:2]1[S:3][CH:4]=[C:5]([CH2:7][N:8]2[C:13]3[CH:14]=[C:15]([C:17]4[CH:22]=[CH:21][CH:20]=[CH:19][CH:18]=4)[S:16][C:12]=3[C:11](=[O:23])[N:10]([CH:24]3[CH2:29][CH2:28][N:27](C(OC(C)(C)C)=O)[CH2:26][CH2:25]3)[C:9]2=[O:37])[N:6]=1.[ClH:38]. Product: [ClH:38].[CH3:1][C:2]1[S:3][CH:4]=[C:5]([CH2:7][N:8]2[C:13]3[CH:14]=[C:15]([C:17]4[CH:18]=[CH:19][CH:20]=[CH:21][CH:22]=4)[S:16][C:12]=3[C:11](=[O:23])[N:10]([CH:24]3[CH2:29][CH2:28][NH:27][CH2:26][CH2:25]3)[C:9]2=[O:37])[N:6]=1. The catalyst class is: 12. (4) Reactant: C(OC([N:8]1[CH:12]=[C:11]([CH2:13][CH2:14][NH:15][C:16]([O:18][C:19]([CH3:22])([CH3:21])[CH3:20])=[O:17])[N:10]=[CH:9]1)=O)(C)(C)C.C(N(CC)CC)C. Product: [C:19]([O:18][C:16](=[O:17])[NH:15][CH2:14][CH2:13][C:11]1[N:10]=[CH:9][NH:8][CH:12]=1)([CH3:22])([CH3:20])[CH3:21]. The catalyst class is: 5. (5) Reactant: [CH3:1][C:2]1[CH:7]=[CH:6][CH:5]=[C:4]([CH3:8])[C:3]=1[C:9]1[CH:14]=[CH:13][CH:12]=[C:11]([CH2:15][NH:16][C:17]2[N:22]=[CH:21][C:20]([CH2:23][CH2:24][C:25]([O:27]C)=[O:26])=[CH:19][CH:18]=2)[CH:10]=1.[OH-].[Na+].O.Cl. Product: [CH3:8][C:4]1[CH:5]=[CH:6][CH:7]=[C:2]([CH3:1])[C:3]=1[C:9]1[CH:14]=[CH:13][CH:12]=[C:11]([CH2:15][NH:16][C:17]2[N:22]=[CH:21][C:20]([CH2:23][CH2:24][C:25]([OH:27])=[O:26])=[CH:19][CH:18]=2)[CH:10]=1. The catalyst class is: 111.